From a dataset of Full USPTO retrosynthesis dataset with 1.9M reactions from patents (1976-2016). Predict the reactants needed to synthesize the given product. (1) Given the product [CH2:1]([N:8]([CH2:34][C:35]([OH:37])=[O:36])[CH2:9][C:10]1[CH:15]=[CH:14][C:13]([O:16][CH2:17][CH2:18][C:19]2[CH:24]=[CH:23][CH:22]=[C:21]([NH:25][CH3:26])[N:20]=2)=[CH:12][CH:11]=1)[C:2]1[CH:7]=[CH:6][CH:5]=[CH:4][CH:3]=1, predict the reactants needed to synthesize it. The reactants are: [CH2:1]([N:8]([CH2:34][C:35]([O:37]CC)=[O:36])[CH2:9][C:10]1[CH:15]=[CH:14][C:13]([O:16][CH2:17][CH2:18][C:19]2[CH:24]=[CH:23][CH:22]=[C:21]([N:25](C(OC(C)(C)C)=O)[CH3:26])[N:20]=2)=[CH:12][CH:11]=1)[C:2]1[CH:7]=[CH:6][CH:5]=[CH:4][CH:3]=1. (2) The reactants are: Cl.[CH3:2][O:3][C:4](=[O:18])[C:5]1[CH:10]=[CH:9][C:8]([CH2:11][NH:12][CH2:13][CH:14]([OH:17])[CH2:15][CH3:16])=[CH:7][CH:6]=1.[C:19]([C:27]1[CH:35]=[C:34]([Cl:36])[CH:33]=[CH:32][C:28]=1[C:29](O)=[O:30])(=O)[C:20]1[CH:25]=[CH:24][CH:23]=[CH:22][CH:21]=1. Given the product [CH3:2][O:3][C:4](=[O:18])[C:5]1[CH:6]=[CH:7][C:8]([CH2:11][N:12]2[C:13]([C:14](=[O:17])[CH2:15][CH3:16])=[C:19]([C:20]3[CH:25]=[CH:24][CH:23]=[CH:22][CH:21]=3)[C:27]3[C:28](=[CH:32][CH:33]=[C:34]([Cl:36])[CH:35]=3)[C:29]2=[O:30])=[CH:9][CH:10]=1, predict the reactants needed to synthesize it. (3) Given the product [F:1][C:2]([F:16])([F:15])[C:3]1[CH:10]=[C:9]([C:11]([F:14])([F:13])[F:12])[CH:8]=[CH:7][C:4]=1[CH2:5][NH:17][C:18]1[CH:19]=[C:20]2[C:24]3=[C:25]([CH2:27][O:28][CH2:29][CH2:30][N:23]3[C@H:22]3[CH2:31][CH2:32][NH:33][CH2:34][C@@H:21]23)[CH:26]=1, predict the reactants needed to synthesize it. The reactants are: [F:1][C:2]([F:16])([F:15])[C:3]1[CH:10]=[C:9]([C:11]([F:14])([F:13])[F:12])[CH:8]=[CH:7][C:4]=1[CH:5]=O.[NH2:17][C:18]1[CH:19]=[C:20]2[C:24]3=[C:25]([CH2:27][O:28][CH2:29][CH2:30][N:23]3[C@H:22]3[CH2:31][CH2:32][N:33](C(OC(C)(C)C)=O)[CH2:34][C@@H:21]23)[CH:26]=1. (4) Given the product [C:34]1([C:32]2[N:33]=[C:27]([CH:13]3[CH2:14][CH:15]([C:17]4[CH:18]=[CH:19][C:20]([C:23]([F:26])([F:24])[F:25])=[CH:21][CH:22]=4)[CH2:16][N:11]([C:9]([N:6]4[CH2:7][CH2:8][CH:3]([C:1]#[N:2])[CH2:4][CH2:5]4)=[O:10])[CH2:12]3)[O:28][N:31]=2)[CH:39]=[CH:38][CH:37]=[CH:36][CH:35]=1, predict the reactants needed to synthesize it. The reactants are: [C:1]([CH:3]1[CH2:8][CH2:7][N:6]([C:9]([N:11]2[CH2:16][CH:15]([C:17]3[CH:22]=[CH:21][C:20]([C:23]([F:26])([F:25])[F:24])=[CH:19][CH:18]=3)[CH2:14][CH:13]([C:27](O)=[O:28])[CH2:12]2)=[O:10])[CH2:5][CH2:4]1)#[N:2].O[NH:31][C:32]([C:34]1[CH:39]=[CH:38][CH:37]=[CH:36][CH:35]=1)=[NH:33]. (5) Given the product [Br:22][C:6]1[C:5]2[C:10](=[CH:11][CH:12]=[C:3]([O:2][CH3:1])[CH:4]=2)[C:9](=[O:13])[N:8]([C:14]2[CH:15]=[C:16]([CH:19]=[CH:20][CH:21]=2)[C:17]#[N:18])[CH:7]=1, predict the reactants needed to synthesize it. The reactants are: [CH3:1][O:2][C:3]1[CH:4]=[C:5]2[C:10](=[CH:11][CH:12]=1)[C:9](=[O:13])[N:8]([C:14]1[CH:15]=[C:16]([CH:19]=[CH:20][CH:21]=1)[C:17]#[N:18])[CH:7]=[CH:6]2.[Br:22]N1C(=O)CCC1=O. (6) The reactants are: [N:1]1[CH:6]=[CH:5][C:4]([C:7](=[O:20])[C:8]#[C:9][C:10]2([O:15][Si](C)(C)C)[CH2:14][CH2:13][CH2:12][CH2:11]2)=[CH:3][CH:2]=1.CC1C=CC(S(O)(=O)=O)=CC=1. Given the product [OH:15][C:10]1([C:9]#[C:8][C:7]([C:4]2[CH:3]=[CH:2][N:1]=[CH:6][CH:5]=2)=[O:20])[CH2:14][CH2:13][CH2:12][CH2:11]1, predict the reactants needed to synthesize it. (7) Given the product [CH3:1][C:2]1([CH3:10])[NH:11][C:12](=[O:13])[N:14]([C:15]2[CH:20]=[CH:19][C:18]([S:21][CH3:22])=[C:17]([C:23]([F:26])([F:25])[F:24])[CH:16]=2)[C:3]1=[O:4], predict the reactants needed to synthesize it. The reactants are: [CH3:1][C:2]([NH:11][C:12]([NH:14][C:15]1[CH:20]=[CH:19][C:18]([S:21][CH3:22])=[C:17]([C:23]([F:26])([F:25])[F:24])[CH:16]=1)=[O:13])([CH3:10])[C:3](OC(C)(C)C)=[O:4].Cl. (8) Given the product [CH:50]([N:39]([CH:36]([CH3:38])[CH3:37])[CH2:40][CH2:41][NH:42][C:43]([NH:1][CH2:2][C:3]1[N:11]=[C:10]2[C:6]([N:7]=[CH:8][N:9]2[C@@H:12]2[O:16][C@H:15]([C:17]([NH:19][CH2:20][CH3:21])=[O:18])[C@@H:14]([OH:22])[C@H:13]2[OH:23])=[C:5]([NH:24][CH2:25][C:26]2[C:35]3[C:30](=[CH:31][CH:32]=[CH:33][CH:34]=3)[CH:29]=[CH:28][CH:27]=2)[N:4]=1)=[O:44])([CH3:52])[CH3:51], predict the reactants needed to synthesize it. The reactants are: [NH2:1][CH2:2][C:3]1[N:11]=[C:10]2[C:6]([N:7]=[CH:8][N:9]2[C@@H:12]2[O:16][C@H:15]([C:17]([NH:19][CH2:20][CH3:21])=[O:18])[C@@H:14]([OH:22])[C@H:13]2[OH:23])=[C:5]([NH:24][CH2:25][C:26]2[C:35]3[C:30](=[CH:31][CH:32]=[CH:33][CH:34]=3)[CH:29]=[CH:28][CH:27]=2)[N:4]=1.[CH:36]([N:39]([CH:50]([CH3:52])[CH3:51])[CH2:40][CH2:41][NH:42][C:43](N1C=CN=C1)=[O:44])([CH3:38])[CH3:37]. (9) Given the product [C:1]([CH:3]=[C:24]1[CH2:25][CH2:26][N:21]([C:19]([O:18][C:14]([CH3:17])([CH3:16])[CH3:15])=[O:20])[CH2:22][CH:23]1[F:28])#[N:2], predict the reactants needed to synthesize it. The reactants are: [C:1]([CH2:3]P(=O)(OCC)OCC)#[N:2].[Li+].[Br-].[C:14]([O:18][C:19]([N:21]1[CH2:26][CH2:25][C:24](=O)[CH:23]([F:28])[CH2:22]1)=[O:20])([CH3:17])([CH3:16])[CH3:15].O. (10) Given the product [Br:1][C:2]1[CH:10]=[CH:9][C:5]([C:6]([N:15]([CH:16]([CH3:18])[CH3:17])[CH:12]([CH3:14])[CH3:13])=[O:8])=[C:4]([F:11])[CH:3]=1, predict the reactants needed to synthesize it. The reactants are: [Br:1][C:2]1[CH:10]=[CH:9][C:5]([C:6]([OH:8])=O)=[C:4]([F:11])[CH:3]=1.[CH:12]([NH:15][CH:16]([CH3:18])[CH3:17])([CH3:14])[CH3:13].